This data is from Full USPTO retrosynthesis dataset with 1.9M reactions from patents (1976-2016). The task is: Predict the reactants needed to synthesize the given product. (1) The reactants are: Cl.[F:2][C:3]1([F:7])[CH2:6][NH:5][CH2:4]1.[CH3:8][C:9]([CH3:33])([CH3:32])[C@H:10]([NH:15][C:16]([C:18]1[CH:23]=[CH:22][C:21](Br)=[C:20]([O:25][CH2:26][CH:27]2[CH2:31][CH2:30][CH2:29][O:28]2)[N:19]=1)=[O:17])[C:11](=[O:14])[NH:12][CH3:13]. Given the product [F:2][C:3]1([F:7])[CH2:6][N:5]([C:21]2[CH:22]=[CH:23][C:18]([C:16]([NH:15][C@@H:10]([C:9]([CH3:33])([CH3:32])[CH3:8])[C:11]([NH:12][CH3:13])=[O:14])=[O:17])=[N:19][C:20]=2[O:25][CH2:26][CH:27]2[CH2:31][CH2:30][CH2:29][O:28]2)[CH2:4]1, predict the reactants needed to synthesize it. (2) Given the product [N+:11]([C:8]1[CH:9]=[CH:10][C:5]([O:4][C:2]([O:14][C:15]2[CH:16]=[N:17][CH:18]=[C:19]([CH:24]=2)[C:20]([O:22][CH3:23])=[O:21])=[O:3])=[CH:6][CH:7]=1)([O-:13])=[O:12], predict the reactants needed to synthesize it. The reactants are: Cl[C:2]([O:4][C:5]1[CH:10]=[CH:9][C:8]([N+:11]([O-:13])=[O:12])=[CH:7][CH:6]=1)=[O:3].[OH:14][C:15]1[CH:16]=[N:17][CH:18]=[C:19]([CH:24]=1)[C:20]([O:22][CH3:23])=[O:21].C(N(C(C)C)CC)(C)C. (3) Given the product [CH:37]([NH:38][C:3]([C:5]1[O:9][N:8]=[C:7]([O:10][CH2:11][C:12]2[C:13]([C:18]3[CH:23]=[CH:22][C:21]([F:24])=[CH:20][N:19]=3)=[N:14][O:15][C:16]=2[CH3:17])[CH:6]=1)=[O:4])([CH3:42])[CH3:36], predict the reactants needed to synthesize it. The reactants are: CO[C:3]([C:5]1[O:9][N:8]=[C:7]([O:10][CH2:11][C:12]2[C:13]([C:18]3[CH:23]=[CH:22][C:21]([F:24])=[CH:20][N:19]=3)=[N:14][O:15][C:16]=2[CH3:17])[CH:6]=1)=[O:4].COC(C1ON=C(OC[C:36]2[C:37]([C:42]3C=CC=CN=3)=[N:38]OC=2C)C=1)=O.C(N)(C)C. (4) Given the product [CH2:32]([N:31]1[C:27]([C:25](=[O:26])[NH:15][C:13]2[CH:12]=[CH:11][N:10]3[CH:16]=[C:7]([C:1]4[CH:2]=[CH:3][CH:4]=[CH:5][CH:6]=4)[N:8]=[C:9]3[N:14]=2)=[C:28]([C:34]([O:36][CH2:37][CH3:38])=[O:35])[CH:29]=[N:30]1)[CH3:33], predict the reactants needed to synthesize it. The reactants are: [C:1]1([C:7]2[N:8]=[C:9]3[N:14]=[C:13]([NH2:15])[CH:12]=[CH:11][N:10]3[CH:16]=2)[CH:6]=[CH:5][CH:4]=[CH:3][CH:2]=1.C(N(CC)CC)C.Cl[C:25]([C:27]1[N:31]([CH2:32][CH3:33])[N:30]=[CH:29][C:28]=1[C:34]([O:36][CH2:37][CH3:38])=[O:35])=[O:26].O. (5) Given the product [ClH:12].[Cl:12][C:11]1[CH:7]=[C:3]([C:4]([NH2:6])=[O:5])[C:1](=[NH:2])[N:30]([CH2:29][C:24]2[CH:25]=[CH:26][CH:27]=[CH:28][C:23]=2[S:20]([CH2:19][CH2:18][O:17][CH3:16])(=[O:21])=[O:22])[CH:10]=1, predict the reactants needed to synthesize it. The reactants are: [C:1]([CH:3]([CH:7]1[C:11]([Cl:12])=[C:10](Cl)C(=O)O1)[C:4]([NH2:6])=[O:5])#[N:2].Cl.[CH3:16][O:17][CH2:18][CH2:19][S:20]([C:23]1[CH:28]=[CH:27][CH:26]=[CH:25][C:24]=1[CH2:29][NH2:30])(=[O:22])=[O:21].C(=O)([O-])[O-].[K+].[K+].[OH-].[Na+]. (6) Given the product [C:26]([CH2:25][CH2:24][CH2:23][N:22]1[C:9](=[O:10])[C:8]2[CH:16]=[C:17]([C:19]([OH:21])=[O:20])[CH:18]=[C:6]3[C:7]=2[C:12](=[CH:13][C:4]([N+:1]([O-:3])=[O:2])=[CH:5]3)[C:11]1=[O:14])([OH:28])=[O:27], predict the reactants needed to synthesize it. The reactants are: [N+:1]([C:4]1[CH:13]=[C:12]2[C:7]3=[C:8]([CH:16]=[C:17]([C:19]([OH:21])=[O:20])[CH:18]=[C:6]3[CH:5]=1)[C:9](=O)[O:10][C:11]2=[O:14])([O-:3])=[O:2].[NH2:22][CH2:23][CH2:24][CH2:25][C:26]([OH:28])=[O:27].C([O-])(=O)C.[Na+]. (7) Given the product [F:1][C:2]([F:13])([F:12])[O:3][C:4]1[CH:11]=[CH:10][C:7]([CH2:8][O:14][C:15]2[CH:23]=[CH:22][C:18]([CH2:19][C:20]#[N:21])=[CH:17][CH:16]=2)=[CH:6][CH:5]=1, predict the reactants needed to synthesize it. The reactants are: [F:1][C:2]([F:13])([F:12])[O:3][C:4]1[CH:11]=[CH:10][C:7]([CH2:8]Br)=[CH:6][CH:5]=1.[OH:14][C:15]1[CH:23]=[CH:22][C:18]([CH2:19][C:20]#[N:21])=[CH:17][CH:16]=1.C(=O)([O-])[O-].[K+].[K+].